From a dataset of Acute oral toxicity (LD50) regression data from Zhu et al.. Regression/Classification. Given a drug SMILES string, predict its toxicity properties. Task type varies by dataset: regression for continuous values (e.g., LD50, hERG inhibition percentage) or binary classification for toxic/non-toxic outcomes (e.g., AMES mutagenicity, cardiotoxicity, hepatotoxicity). Dataset: ld50_zhu. (1) The molecule is COc1ccc(C(O)(c2cncnc2)C2CC2)cc1. The rat oral LD50 is 1.76, given as -log10 of the dose in mol/kg body weight (higher means more acutely toxic). (2) The drug is OCCc1ccncc1. The rat oral LD50 is 1.55, given as -log10 of the dose in mol/kg body weight (higher means more acutely toxic). (3) The compound is COC(=O)C1C2C=CC(C2)C1C(=O)OC. The rat oral LD50 is 2.32, given as -log10 of the dose in mol/kg body weight (higher means more acutely toxic).